Dataset: Forward reaction prediction with 1.9M reactions from USPTO patents (1976-2016). Task: Predict the product of the given reaction. (1) Given the reactants Cl.[NH2:2][CH2:3][C:4]1[CH:5]=[C:6](B(O)O)[CH:7]=[CH:8][CH:9]=1.Br[C:14]1[CH:22]=[C:21]2[C:17]([CH2:18][CH2:19][CH:20]2[O:23][C:24]2[CH:29]=[CH:28][CH:27]=[CH:26][C:25]=2[CH2:30][C:31]([O:33]C)=[O:32])=[CH:16][CH:15]=1.C(#N)C.[O-]P([O-])([O-])=O.[K+].[K+].[K+], predict the reaction product. The product is: [NH2:2][CH2:3][C:4]1[CH:5]=[C:6]([C:14]2[CH:22]=[C:21]3[C:17]([CH2:18][CH2:19][CH:20]3[O:23][C:24]3[CH:29]=[CH:28][CH:27]=[CH:26][C:25]=3[CH2:30][C:31]([OH:33])=[O:32])=[CH:16][CH:15]=2)[CH:7]=[CH:8][CH:9]=1. (2) The product is: [NH2:19][C:14]1[CH:15]=[CH:16][CH:17]=[CH:18][C:13]=1[NH:12][CH2:11][C:10]([CH3:22])([CH3:23])[CH2:9][NH:5][C:6](=[O:8])[O:7][C:10]([CH3:22])([CH3:11])[CH3:9]. Given the reactants CC([N:5]([CH2:9][C:10]([CH3:23])([CH3:22])[CH2:11][NH:12][C:13]1[CH:18]=[CH:17][CH:16]=[CH:15][C:14]=1[N+:19]([O-])=O)[C:6](=[O:8])[O-:7])(C)C, predict the reaction product. (3) Given the reactants [NH2:1][C:2]1[C:7]([CH3:8])=[CH:6][C:5]([OH:9])=[CH:4][C:3]=1[CH3:10].[H-].[Na+].Cl[C:14]1[CH:19]=[CH:18][C:17]([N+:20]([O-:22])=[O:21])=[C:16]([N:23]([C:25]([O:27][C:28]([CH3:31])([CH3:30])[CH3:29])=[O:26])[CH3:24])[CH:15]=1, predict the reaction product. The product is: [C:28]([O:27][C:25]([N:23]([C:16]1[CH:15]=[C:14]([O:9][C:5]2[CH:6]=[C:7]([CH3:8])[C:2]([NH2:1])=[C:3]([CH3:10])[CH:4]=2)[CH:19]=[CH:18][C:17]=1[N+:20]([O-:22])=[O:21])[CH3:24])=[O:26])([CH3:31])([CH3:29])[CH3:30]. (4) Given the reactants [CH2:1]([O:8][C:9](=[O:22])[NH:10][CH:11]([C:13]1[N:14]=[C:15]2[N:20]=[CH:19][CH:18]=[CH:17][N:16]2[CH:21]=1)[CH3:12])[C:2]1[CH:7]=[CH:6][CH:5]=[CH:4][CH:3]=1.C1C(=O)N([I:30])C(=O)C1, predict the reaction product. The product is: [CH2:1]([O:8][C:9](=[O:22])[NH:10][CH:11]([C:13]1[N:14]=[C:15]2[N:20]=[CH:19][CH:18]=[CH:17][N:16]2[C:21]=1[I:30])[CH3:12])[C:2]1[CH:3]=[CH:4][CH:5]=[CH:6][CH:7]=1. (5) Given the reactants BrC1C=CC2N(N=C(N3CCCC3)N=2)C=1.[N:16]1([C:22]2[N:31]=[C:25]3[CH:26]=[CH:27][C:28]([NH2:30])=[CH:29][N:24]3[N:23]=2)[CH2:21][CH2:20]O[CH2:18][CH2:17]1, predict the reaction product. The product is: [N:16]1([C:22]2[N:31]=[C:25]3[CH:26]=[CH:27][C:28]([NH2:30])=[CH:29][N:24]3[N:23]=2)[CH2:21][CH2:20][CH2:18][CH2:17]1. (6) Given the reactants Cl.[CH:2]1([CH2:5][O:6][C:7]2[CH:12]=[CH:11][C:10]([CH3:13])=[CH:9][C:8]=2[C:14]2[C:15]3[NH:23][C:22]([CH3:24])=[C:21]([C:25]([NH:27][CH:28]4[CH2:33][CH2:32][NH:31][CH2:30][CH2:29]4)=[O:26])[C:16]=3[N:17]=[C:18]([CH3:20])[N:19]=2)[CH2:4][CH2:3]1.[C:34](Cl)(=[O:37])[CH2:35][CH3:36], predict the reaction product. The product is: [CH:2]1([CH2:5][O:6][C:7]2[CH:12]=[CH:11][C:10]([CH3:13])=[CH:9][C:8]=2[C:14]2[C:15]3[NH:23][C:22]([CH3:24])=[C:21]([C:25]([NH:27][CH:28]4[CH2:29][CH2:30][N:31]([C:34](=[O:37])[CH2:35][CH3:36])[CH2:32][CH2:33]4)=[O:26])[C:16]=3[N:17]=[C:18]([CH3:20])[N:19]=2)[CH2:3][CH2:4]1. (7) Given the reactants Cl.[NH:2]1[CH2:7][CH2:6][CH2:5][C@@H:4]([NH:8][C:9]([C:11]2[C:15]3[N:16]=[CH:17][N:18]=[C:19]([C:20]4[C:28]5[O:27][CH2:26][O:25][C:24]=5[CH:23]=[CH:22][C:21]=4[O:29][CH2:30][CH:31]4[CH2:33][CH2:32]4)[C:14]=3[NH:13][CH:12]=2)=[O:10])[CH2:3]1.[CH3:34][O:35][CH2:36][C:37](Cl)=[O:38], predict the reaction product. The product is: [CH3:34][O:35][CH2:36][C:37]([N:2]1[CH2:7][CH2:6][CH2:5][C@@H:4]([NH:8][C:9]([C:11]2[C:15]3[N:16]=[CH:17][N:18]=[C:19]([C:20]4[C:28]5[O:27][CH2:26][O:25][C:24]=5[CH:23]=[CH:22][C:21]=4[O:29][CH2:30][CH:31]4[CH2:32][CH2:33]4)[C:14]=3[NH:13][CH:12]=2)=[O:10])[CH2:3]1)=[O:38].